The task is: Predict which catalyst facilitates the given reaction.. This data is from Catalyst prediction with 721,799 reactions and 888 catalyst types from USPTO. (1) Reactant: [F:1][C:2]1[C:8]([F:9])=[CH:7][CH:6]=[CH:5][C:3]=1[NH2:4].[C:10](Cl)(Cl)=[S:11].C(N(CC)CC)C. Product: [F:1][C:2]1[C:8]([F:9])=[CH:7][CH:6]=[CH:5][C:3]=1[N:4]=[C:10]=[S:11]. The catalyst class is: 11. (2) Reactant: Cl[CH2:2][C:3]([O:5][CH3:6])=[O:4].[NH2:7][C:8]1[N:9]([C:14]2[C:23]3[C:18](=[CH:19][CH:20]=[CH:21][CH:22]=3)[C:17]([CH:24]3[CH2:26][CH2:25]3)=[CH:16][CH:15]=2)[C:10]([SH:13])=[N:11][N:12]=1.C(=O)([O-])[O-].[K+].[K+]. Product: [NH2:7][C:8]1[N:9]([C:14]2[C:23]3[C:18](=[CH:19][CH:20]=[CH:21][CH:22]=3)[C:17]([CH:24]3[CH2:26][CH2:25]3)=[CH:16][CH:15]=2)[C:10]([S:13][CH2:2][C:3]([O:5][CH3:6])=[O:4])=[N:11][N:12]=1. The catalyst class is: 3. (3) Reactant: Cl[C:2]1[C:3]2[C:4](=[CH:15][N:16](CC3C=CC(OC)=CC=3)[N:17]=2)[N:5]=[C:6]([CH:8]2[CH2:13][CH2:12][N:11]([CH3:14])[CH2:10][CH2:9]2)[N:7]=1.[O:27]1[CH2:32][CH2:31][NH:30][C:29]2[CH:33]=[C:34]([NH2:37])[CH:35]=[CH:36][C:28]1=2.Cl. Product: [CH3:14][N:11]1[CH2:10][CH2:9][CH:8]([C:6]2[N:7]=[C:2]([NH:37][C:34]3[CH:35]=[CH:36][C:28]4[O:27][CH2:32][CH2:31][NH:30][C:29]=4[CH:33]=3)[C:3]3[NH:17][N:16]=[CH:15][C:4]=3[N:5]=2)[CH2:13][CH2:12]1. The catalyst class is: 71.